From a dataset of Forward reaction prediction with 1.9M reactions from USPTO patents (1976-2016). Predict the product of the given reaction. The product is: [OH:67][C:45]1[C:46]2[O:60][C:59]([C:61]3[CH:66]=[CH:65][CH:64]=[CH:63][CH:62]=3)=[N:58][C:47]=2[C:48]([C:50]2[CH:55]=[CH:54][CH:53]=[C:52]([O:56][CH3:57])[CH:51]=2)=[N:49][C:44]=1[C:42]([NH:15][CH2:10][C:8]([OH:9])=[O:7])=[O:43]. Given the reactants CO.C[O-].[Na+].C[O:7][C:8]([C:10]1[N:15]=C(C2C=CC=C(OC)C=2)C2N=C(C3C=CC=CC=3)OC=2C=1OC(=O)C(C)(C)C)=[O:9].CO[C:42]([C:44]1[N:49]=[C:48]([C:50]2[CH:55]=[CH:54][CH:53]=[C:52]([O:56][CH3:57])[CH:51]=2)[C:47]2[N:58]=[C:59]([C:61]3[CH:66]=[CH:65][CH:64]=[CH:63][CH:62]=3)[O:60][C:46]=2[C:45]=1[OH:67])=[O:43].NCC(O)=O, predict the reaction product.